This data is from Full USPTO retrosynthesis dataset with 1.9M reactions from patents (1976-2016). The task is: Predict the reactants needed to synthesize the given product. (1) Given the product [CH2:1]([N:3]1[C:11]2[C:6](=[C:7]([NH2:12])[CH:8]=[CH:9][CH:10]=2)[C:5]([C:15]2[CH:16]=[CH:17][C:18]([CH3:21])=[CH:19][CH:20]=2)=[N:4]1)[CH3:2], predict the reactants needed to synthesize it. The reactants are: [CH2:1]([N:3]1[C:11]2[C:6](=[C:7]([N+:12]([O-])=O)[CH:8]=[CH:9][CH:10]=2)[C:5]([C:15]2[CH:20]=[CH:19][C:18]([CH3:21])=[CH:17][CH:16]=2)=[N:4]1)[CH3:2]. (2) Given the product [F:31][C:32]1[C:37]([F:38])=[C:36]([F:39])[CH:35]=[CH:34][C:33]=1[NH:40][C:41](=[O:64])[NH:42][C:43]1[CH:48]=[CH:47][C:46]([C:49]2[S:53][C:52]([CH:54]3[CH2:55][CH2:56][CH:57]([C:60]([OH:62])=[O:61])[CH2:58][CH2:59]3)=[N:51][CH:50]=2)=[CH:45][CH:44]=1, predict the reactants needed to synthesize it. The reactants are: FC(F)(F)C1C=C(NC(=O)NC2C=CC(C3SC(CCC(O)=O)=NC=3)=CC=2)C=CC=1.[F:31][C:32]1[C:37]([F:38])=[C:36]([F:39])[CH:35]=[CH:34][C:33]=1[NH:40][C:41](=[O:64])[NH:42][C:43]1[CH:48]=[CH:47][C:46]([C:49]2[S:53][C:52]([CH:54]3[CH2:59][CH2:58][CH:57]([C:60]([O:62]C)=[O:61])[CH2:56][CH2:55]3)=[N:51][CH:50]=2)=[CH:45][CH:44]=1. (3) Given the product [CH3:40][O:39][C:37]([C:34]1[CH:35]=[CH:36][C:31]([C:18]2[C:19]([CH3:30])([CH3:29])[C@H:20]3[C@:15]([CH3:41])([CH2:16][CH:17]=2)[C@@H:14]2[C@:23]([CH3:28])([C@@:24]4([CH3:27])[C@H:11]([CH2:12][CH2:13]2)[C@H:10]2[C@H:6]([C:3]5([CH3:5])[CH2:4][CH2:2]5)[CH2:7][CH2:8][C@:9]2([C:42]([O:44][CH2:45][C:46]2[CH:51]=[CH:50][CH:49]=[CH:48][CH:47]=2)=[O:43])[CH2:26][CH2:25]4)[CH2:22][CH2:21]3)=[CH:32][CH:33]=1)=[O:38], predict the reactants needed to synthesize it. The reactants are: Br[C:2]1(Br)[CH2:4][C@:3]1([C@H:6]1[C@@H:10]2[C@@H:11]3[C@@:24]([CH3:27])([CH2:25][CH2:26][C@@:9]2([C:42]([O:44][CH2:45][C:46]2[CH:51]=[CH:50][CH:49]=[CH:48][CH:47]=2)=[O:43])[CH2:8][CH2:7]1)[C@@:23]1([CH3:28])[C@@H:14]([C@:15]2([CH3:41])[C@@H:20]([CH2:21][CH2:22]1)[C:19]([CH3:30])([CH3:29])[C:18]([C:31]1[CH:36]=[CH:35][C:34]([C:37]([O:39][CH3:40])=[O:38])=[CH:33][CH:32]=1)=[CH:17][CH2:16]2)[CH2:13][CH2:12]3)[CH3:5].C([SnH](CCCC)CCCC)CCC.